Dataset: Full USPTO retrosynthesis dataset with 1.9M reactions from patents (1976-2016). Task: Predict the reactants needed to synthesize the given product. (1) Given the product [CH3:1][O:2][C:3]([C:5]1[C:6]2[C:21]3[N:27]=[C:24]([CH3:25])[S:26][C:20]=3[CH2:19][CH2:18][CH2:17][C:7]=2[NH:8][CH:9]=1)=[O:4], predict the reactants needed to synthesize it. The reactants are: [CH3:1][O:2][C:3]([C:5]1[C:6]2[C:21](=O)[CH:20](Br)[CH2:19][CH2:18][CH2:17][C:7]=2[N:8](C(OC(C)(C)C)=O)[CH:9]=1)=[O:4].[C:24]([NH2:27])(=[S:26])[CH3:25]. (2) Given the product [N:11]1([CH2:10][C:2]2[N:3]([CH2:35][CH2:36][CH2:37][N:38]([CH3:40])[CH3:39])[C:4]3[CH:9]=[CH:8][CH:7]=[CH:6][C:5]=3[N:1]=2)[C@@H:24]2[C@@H:15]([CH2:16][CH2:17][C:18]3[C:23]2=[N:22][CH:21]=[CH:20][CH:19]=3)[CH2:14][CH2:13][CH2:12]1, predict the reactants needed to synthesize it. The reactants are: [NH:1]1[C:5]2[CH:6]=[CH:7][CH:8]=[CH:9][C:4]=2[N:3]=[C:2]1[CH2:10][N:11]1[C@@H:24]2[C@@H:15]([CH2:16][CH2:17][C:18]3[C:23]2=[N:22][CH:21]=[CH:20][CH:19]=3)[CH2:14][CH2:13][CH2:12]1.C(=O)([O-])[O-].[K+].[K+].[I-].[K+].Cl.Cl[CH2:35][CH2:36][CH2:37][N:38]([CH3:40])[CH3:39]. (3) Given the product [Cl:34][CH2:35][CH:36]1[CH2:41][CH2:40][N:39]([C:42]([O:44][C:45]([CH3:46])([CH3:47])[CH3:48])=[O:43])[CH2:38]1, predict the reactants needed to synthesize it. The reactants are: OCC1CCN(C(OC(C)(C)C)=O)C1.C1(P(C2C=CC=CC=2)C2C=CC=CC=2)C=CC=CC=1.[Cl:34][CH2:35][CH:36]1[CH2:41][CH2:40][N:39]([C:42]([O:44][C:45]([CH3:48])([CH3:47])[CH3:46])=[O:43])[CH2:38]C1. (4) Given the product [OH:11][B:9]1[C:8]2[CH:12]=[C:13]([O:16][C:17]3[N:18]=[CH:19][CH:20]=[CH:21][N:22]=3)[CH:14]=[CH:15][C:7]=2[CH:6]([CH2:5][CH2:4][C:3]([OH:23])=[O:2])[O:10]1, predict the reactants needed to synthesize it. The reactants are: C[O:2][C:3](=[O:23])[CH2:4][CH2:5][CH:6]1[O:10][B:9]([OH:11])[C:8]2[CH:12]=[C:13]([O:16][C:17]3[N:22]=[CH:21][CH:20]=[CH:19][N:18]=3)[CH:14]=[CH:15][C:7]1=2.[Li+].[OH-].Cl. (5) Given the product [Cl:22][C:23]1[CH:30]=[CH:29][C:26]([CH2:27][NH:28][C:19]([C:12]2[N:13]([CH3:18])[C:14]3[C:10]([CH:11]=2)=[C:9]([OH:8])[CH:17]=[CH:16][CH:15]=3)=[O:21])=[CH:25][CH:24]=1, predict the reactants needed to synthesize it. The reactants are: C([O:8][C:9]1[CH:17]=[CH:16][CH:15]=[C:14]2[C:10]=1[CH:11]=[C:12]([C:19]([OH:21])=O)[N:13]2[CH3:18])C1C=CC=CC=1.[Cl:22][C:23]1[CH:30]=[CH:29][C:26]([CH2:27][NH2:28])=[CH:25][CH:24]=1. (6) Given the product [CH:28]1([C:15]2[C:14]3[C:9](=[CH:10][C:11]([C:16]([O:18][CH3:19])=[O:17])=[CH:12][CH:13]=3)[NH:8][C:7]=2[C:1]2[CH:2]=[CH:3][CH:4]=[CH:5][CH:6]=2)[CH2:27][CH2:26][CH2:25][CH:24]=[CH:23]1, predict the reactants needed to synthesize it. The reactants are: [C:1]1([C:7]2[NH:8][C:9]3[C:14]([CH:15]=2)=[CH:13][CH:12]=[C:11]([C:16]([O:18][CH3:19])=[O:17])[CH:10]=3)[CH:6]=[CH:5][CH:4]=[CH:3][CH:2]=1.[H-].[Na+].Br[CH:23]1[CH2:28][CH2:27][CH2:26][CH:25]=[CH:24]1.Cl.